Dataset: Full USPTO retrosynthesis dataset with 1.9M reactions from patents (1976-2016). Task: Predict the reactants needed to synthesize the given product. Given the product [Br:13][C:9]1[N:8]=[C:7]([CH:17]([OH:22])[CH2:18][O:19][CH2:20][CH3:21])[CH:12]=[CH:11][CH:10]=1, predict the reactants needed to synthesize it. The reactants are: C([Li])CCC.Br[C:7]1[CH:12]=[CH:11][CH:10]=[C:9]([Br:13])[N:8]=1.C(N(CC1C=CC=CC=1)[C:17](=[O:22])[CH2:18][O:19][CH2:20][CH3:21])C.[BH4-].[Na+].